This data is from Peptide-MHC class I binding affinity with 185,985 pairs from IEDB/IMGT. The task is: Regression. Given a peptide amino acid sequence and an MHC pseudo amino acid sequence, predict their binding affinity value. This is MHC class I binding data. (1) The peptide sequence is QVFKGVVIR. The MHC is HLA-B08:02 with pseudo-sequence HLA-B08:02. The binding affinity (normalized) is 0.0847. (2) The binding affinity (normalized) is 0.949. The peptide sequence is KTDVIDLLY. The MHC is HLA-A01:01 with pseudo-sequence HLA-A01:01. (3) The peptide sequence is RTEILGLVK. The MHC is HLA-B08:02 with pseudo-sequence HLA-B08:02. The binding affinity (normalized) is 0.0847. (4) The peptide sequence is RGEFLYCKMNW. The MHC is Mamu-B17 with pseudo-sequence Mamu-B17. The binding affinity (normalized) is 0.172. (5) The peptide sequence is HPRHYATIM. The MHC is HLA-A02:03 with pseudo-sequence HLA-A02:03. The binding affinity (normalized) is 0.